Dataset: Full USPTO retrosynthesis dataset with 1.9M reactions from patents (1976-2016). Task: Predict the reactants needed to synthesize the given product. (1) Given the product [O:12]1[CH:13]=[CH:14][CH:15]=[C:11]1[C:9]1[N:10]=[C:2]([NH2:1])[CH:3]=[CH:7][C:8]=1[C:16]1[CH:21]=[CH:20][N:19]=[CH:18][N:17]=1, predict the reactants needed to synthesize it. The reactants are: [NH2:1][C:2]1[N:10]=[C:9]([C:11]2[O:12][CH:13]=[CH:14][CH:15]=2)[C:8]([C:16]2[CH:21]=[CH:20][N:19]=[CH:18][N:17]=2)=[CH:7][C:3]=1C(O)=O.N1C2C(=CC=CC=2)C=CC=1. (2) Given the product [CH3:31][CH:30]([CH3:32])[CH2:29][C@@H:2]([NH:1][C:42](=[O:43])[C@H:41]([NH:40][C:38](=[O:39])[O:37][C:33]([CH3:35])([CH3:34])[CH3:36])[CH3:45])[C:3](=[O:4])[NH:5][CH:6]1[CH2:15][C:14]2[C:9](=[C:10]([N:16]3[CH2:20][CH2:19][CH2:18][C:17]3=[O:21])[CH:11]=[CH:12][CH:13]=2)[N:8]([CH2:22][C:23]2[CH:27]=[CH:26][S:25][CH:24]=2)[C:7]1=[O:28], predict the reactants needed to synthesize it. The reactants are: [NH2:1][C@H:2]([CH2:29][CH:30]([CH3:32])[CH3:31])[C:3]([NH:5][CH:6]1[CH2:15][C:14]2[C:9](=[C:10]([N:16]3[CH2:20][CH2:19][CH2:18][C:17]3=[O:21])[CH:11]=[CH:12][CH:13]=2)[N:8]([CH2:22][C:23]2[CH:27]=[CH:26][S:25][CH:24]=2)[C:7]1=[O:28])=[O:4].[C:33]([O:37][C:38]([NH:40][C@H:41]([CH3:45])[C:42](O)=[O:43])=[O:39])([CH3:36])([CH3:35])[CH3:34]. (3) Given the product [CH2:24]([O:23][C:21](=[O:22])[C:20]1[CH:26]=[CH:27][C:17]([NH:15][C:7]2[CH:6]=[CH:5][C:4]3[C:3]([CH2:1][CH3:2])=[CH:12][CH2:11][C:10]([CH3:14])([CH3:13])[C:9]=3[CH:8]=2)=[CH:18][CH:19]=1)[CH3:25], predict the reactants needed to synthesize it. The reactants are: [CH2:1]([C:3]1[C:4]2[CH:5]=[CH:6][C:7]([NH2:15])=[CH:8][C:9]=2[C:10]([CH3:14])([CH3:13])[CH2:11][CH:12]=1)[CH3:2].Br[C:17]1[CH:27]=[CH:26][C:20]([C:21]([O:23][CH2:24][CH3:25])=[O:22])=[CH:19][CH:18]=1. (4) Given the product [CH3:12][CH:8]1[CH2:7][C:6]2[C:10](=[C:2]([C:15]3[CH:16]=[CH:17][CH:18]=[C:19]([CH3:20])[C:14]=3[CH3:13])[CH:3]=[CH:4][CH:5]=2)[C:9]1=[O:11], predict the reactants needed to synthesize it. The reactants are: Cl[C:2]1[CH:3]=[CH:4][CH:5]=[C:6]2[C:10]=1[C:9](=[O:11])[CH:8]([CH3:12])[CH2:7]2.[CH3:13][C:14]1[C:19]([CH3:20])=[CH:18][CH:17]=[CH:16][C:15]=1B(O)O.C(=O)([O-])[O-].[Na+].[Na+].O. (5) Given the product [NH2:18][C:16]1[CH:17]=[C:12]([CH:13]=[C:14]([F:21])[CH:15]=1)[O:11][C:9]1[C:10]2[C:2]([Cl:1])=[CH:3][N:4]([CH2:38][O:39][CH2:40][CH2:41][Si:42]([CH3:43])([CH3:44])[CH3:45])[C:5]=2[N:6]=[C:7]([NH:22][C:23]2[CH:28]=[CH:27][C:26]([N:29]3[CH2:30][CH2:31][N:32]([CH3:35])[CH2:33][CH2:34]3)=[CH:25][C:24]=2[O:36][CH3:37])[N:8]=1, predict the reactants needed to synthesize it. The reactants are: [Cl:1][C:2]1[C:10]2[C:9]([O:11][C:12]3[CH:17]=[C:16]([N+:18]([O-])=O)[CH:15]=[C:14]([F:21])[CH:13]=3)=[N:8][C:7]([NH:22][C:23]3[CH:28]=[CH:27][C:26]([N:29]4[CH2:34][CH2:33][N:32]([CH3:35])[CH2:31][CH2:30]4)=[CH:25][C:24]=3[O:36][CH3:37])=[N:6][C:5]=2[N:4]([CH2:38][O:39][CH2:40][CH2:41][Si:42]([CH3:45])([CH3:44])[CH3:43])[CH:3]=1.Cl[Sn]Cl. (6) The reactants are: [Br:1]N1C(=O)CCC1=O.[OH:9][C:10]1[C:19]2[C:14](=[CH:15][CH:16]=[CH:17][CH:18]=2)[N:13]=[CH:12][CH:11]=1.C(=O)([O-])O.[Na+].S([O-])([O-])=O.[Na+].[Na+]. Given the product [Br:1][C:11]1[CH:12]=[N:13][C:14]2[C:19]([C:10]=1[OH:9])=[CH:18][CH:17]=[CH:16][CH:15]=2, predict the reactants needed to synthesize it. (7) The reactants are: Br[C:2]1[CH:3]=[CH:4][C:5]2[N:6]([C:8]([C:11]([N:13]3[CH2:20][C@@H:19]4[C@@H:15]([CH2:16][N:17]([C:21]5[CH:26]=[CH:25][CH:24]=[CH:23][C:22]=5[C:27]([F:30])([F:29])[F:28])[CH2:18]4)[CH2:14]3)=[O:12])=[N:9][N:10]=2)[CH:7]=1.[CH3:31]N1CCCC1.C[Mg]Br. Given the product [CH3:31][C:2]1[CH:3]=[CH:4][C:5]2[N:6]([C:8]([C:11]([N:13]3[CH2:20][C@@H:19]4[C@@H:15]([CH2:16][N:17]([C:21]5[CH:26]=[CH:25][CH:24]=[CH:23][C:22]=5[C:27]([F:30])([F:28])[F:29])[CH2:18]4)[CH2:14]3)=[O:12])=[N:9][N:10]=2)[CH:7]=1, predict the reactants needed to synthesize it. (8) Given the product [CH2:13]([O:15][C:16](=[O:34])[C:17]([CH3:33])([O:19][C:20]1[CH:25]=[CH:24][C:23]([O:26][CH2:27][CH2:28][CH2:29][C:30]#[C:31][C:2]2[CH:7]=[CH:6][C:5]([O:8][C:9]([F:12])([F:11])[F:10])=[CH:4][CH:3]=2)=[CH:22][C:21]=1[CH3:32])[CH3:18])[CH3:14], predict the reactants needed to synthesize it. The reactants are: I[C:2]1[CH:7]=[CH:6][C:5]([O:8][C:9]([F:12])([F:11])[F:10])=[CH:4][CH:3]=1.[CH2:13]([O:15][C:16](=[O:34])[C:17]([CH3:33])([O:19][C:20]1[CH:25]=[CH:24][C:23]([O:26][CH2:27][CH2:28][CH2:29][C:30]#[CH:31])=[CH:22][C:21]=1[CH3:32])[CH3:18])[CH3:14]. (9) Given the product [CH3:1][O:2][C:3]1[CH:27]=[CH:26][C:6]([O:7][C:8]2[N:13]=[C:12]([O:14][C:15]3[CH:20]=[CH:19][C:18]([O:21][CH3:22])=[CH:17][CH:16]=3)[C:11]([NH2:23])=[CH:10][N:9]=2)=[CH:5][CH:4]=1, predict the reactants needed to synthesize it. The reactants are: [CH3:1][O:2][C:3]1[CH:27]=[CH:26][C:6]([O:7][C:8]2[N:13]=[C:12]([O:14][C:15]3[CH:20]=[CH:19][C:18]([O:21][CH3:22])=[CH:17][CH:16]=3)[C:11]([N+:23]([O-])=O)=[CH:10][N:9]=2)=[CH:5][CH:4]=1.[H][H].